From a dataset of Full USPTO retrosynthesis dataset with 1.9M reactions from patents (1976-2016). Predict the reactants needed to synthesize the given product. (1) Given the product [ClH:32].[CH3:1][O:2][C:3]1[CH:12]=[C:11]2[C:6]([N:7]=[CH:8][C:9](=[O:31])[N:10]2[CH2:13][CH2:14][N:15]2[CH2:16][CH2:17][CH:18]([NH:21][CH2:22][C:23]#[C:24][C:25]3[CH:26]=[CH:27][CH:28]=[CH:29][CH:30]=3)[CH2:19][CH2:20]2)=[CH:5][CH:4]=1, predict the reactants needed to synthesize it. The reactants are: [CH3:1][O:2][C:3]1[CH:12]=[C:11]2[C:6]([N:7]=[CH:8][C:9](=[O:31])[N:10]2[CH2:13][CH2:14][N:15]2[CH2:20][CH2:19][CH:18]([NH:21][CH2:22][C:23]#[C:24][C:25]3[CH:30]=[CH:29][CH:28]=[CH:27][CH:26]=3)[CH2:17][CH2:16]2)=[CH:5][CH:4]=1.[ClH:32].C(OCC)(=O)C. (2) Given the product [C:36]1([C:1]2[CH:6]=[CH:5][CH:4]=[CH:3][CH:2]=2)[CH:35]=[CH:34][C:33]([NH:32][C:27]2([CH2:26][NH:25][C:23]([NH:22][C:14]3[C:13]([CH:10]([CH3:12])[CH3:11])=[CH:18][CH:17]=[CH:16][C:15]=3[CH:19]([CH3:21])[CH3:20])=[O:24])[CH2:28][CH2:29][CH2:30][CH2:31]2)=[CH:38][CH:37]=1, predict the reactants needed to synthesize it. The reactants are: [C:1]1(B(O)O)[CH:6]=[CH:5][CH:4]=[CH:3][CH:2]=1.[CH:10]([C:13]1[CH:18]=[CH:17][CH:16]=[C:15]([CH:19]([CH3:21])[CH3:20])[C:14]=1[NH:22][C:23]([NH:25][CH2:26][C:27]1([NH:32][C:33]2[CH:38]=[CH:37][C:36](I)=[CH:35][CH:34]=2)[CH2:31][CH2:30][CH2:29][CH2:28]1)=[O:24])([CH3:12])[CH3:11].C(=O)([O-])[O-].[K+].[K+].O. (3) Given the product [CH2:1]([CH:3]([C:6]1[C:7]2[N:8]([CH:15]=[C:16]([CH3:17])[N:13]=2)[N:9]=[C:10]([CH3:12])[CH:11]=1)[CH2:4][CH3:5])[CH3:2], predict the reactants needed to synthesize it. The reactants are: [CH2:1]([CH:3]([C:6]1[CH:11]=[C:10]([CH3:12])[N:9]=[N:8][C:7]=1[NH2:13])[CH2:4][CH3:5])[CH3:2].Cl[CH2:15][C:16](=O)[CH3:17].C(=O)(O)[O-].[Na+].